From a dataset of Reaction yield outcomes from USPTO patents with 853,638 reactions. Predict the reaction yield, written as a fraction of the theoretical maximum amount of product (1.0 means a 100% yield; for example, 0.34 means a 34% yield). (1) The reactants are [C:1]([O:5][C:6]([N:8]([CH2:16][C:17]1[CH:18]=[C:19]([O:24][CH3:25])[CH:20]=[CH:21][C:22]=1Br)[C:9]([O:11][C:12]([CH3:15])([CH3:14])[CH3:13])=[O:10])=[O:7])([CH3:4])([CH3:3])[CH3:2].[C:26]([O:35][CH3:36])(=[O:34])[C:27]([CH2:29][C:30]([O:32][CH3:33])=[O:31])=[CH2:28].C1(C)C=CC=CC=1P(C1C=CC=CC=1C)C1C=CC=CC=1C.C(N(C(C)C)CC)(C)C. The catalyst is C([O-])(=O)C.[Pd+2].C([O-])(=O)C.C(#N)CC. The product is [C:26]([C:27](=[CH:28][C:22]1[CH:21]=[CH:20][C:19]([O:24][CH3:25])=[CH:18][C:17]=1[CH2:16][N:8]([C:9]([O:11][C:12]([CH3:15])([CH3:14])[CH3:13])=[O:10])[C:6]([O:5][C:1]([CH3:4])([CH3:3])[CH3:2])=[O:7])[CH2:29][C:30]([O:32][CH3:33])=[O:31])([O:35][CH3:36])=[O:34]. The yield is 0.660. (2) The reactants are [Br:1][C:2]1[CH:25]=[CH:24][C:5]([NH:6][CH:7]=[C:8]([C:22]#[N:23])[C:9]([NH:11][C:12]2[CH:17]=[C:16]([O:18][CH3:19])[C:15]([Cl:20])=[CH:14][C:13]=2[Cl:21])=O)=[CH:4][C:3]=1[O:26][CH3:27].CO.P(Cl)(Cl)(Cl)=O. The catalyst is C(#N)C. The product is [Br:1][C:2]1[CH:25]=[C:24]2[C:5](=[CH:4][C:3]=1[O:26][CH3:27])[N:6]=[CH:7][C:8]([C:22]#[N:23])=[C:9]2[NH:11][C:12]1[CH:17]=[C:16]([O:18][CH3:19])[C:15]([Cl:20])=[CH:14][C:13]=1[Cl:21]. The yield is 0.390. (3) The reactants are C[O:2][C:3](=O)[CH2:4][CH2:5][CH2:6][CH2:7][NH:8][C:9]([C:11]1[C:20]2[C:15](=[CH:16][CH:17]=[CH:18][CH:19]=2)[C:14]([N:21]([CH3:23])[CH3:22])=[CH:13][CH:12]=1)=[O:10].Cl.[NH2:26][OH:27].C[O-].[Na+]. The catalyst is CO. The product is [CH3:22][N:21]([CH3:23])[C:14]1[C:15]2[C:20](=[CH:19][CH:18]=[CH:17][CH:16]=2)[C:11]([C:9]([NH:8][CH2:7][CH2:6][CH2:5][CH2:4][C:3]([NH:26][OH:27])=[O:2])=[O:10])=[CH:12][CH:13]=1. The yield is 0.190. (4) The reactants are [CH2:1]1[CH:5]2[CH2:6][NH:7][CH2:8][CH:4]2[CH2:3][N:2]1[C:9]1[CH:14]=[C:13]([O:15][CH3:16])[N:12]=[C:11]([N:17]([CH3:19])[CH3:18])[N:10]=1.[F:20][C:21]1[CH:22]=[CH:23][C:24]([N:30]2[N:34]=[CH:33][CH:32]=[N:31]2)=[C:25]([CH:29]=1)[C:26](O)=[O:27].CN(C(ON1N=NC2C=CC=NC1=2)=[N+](C)C)C.F[P-](F)(F)(F)(F)F.CCN(C(C)C)C(C)C. The product is [F:20][C:21]1[CH:22]=[CH:23][C:24]([N:30]2[N:34]=[CH:33][CH:32]=[N:31]2)=[C:25]([C:26]([N:7]2[CH2:6][CH:5]3[CH2:1][N:2]([C:9]4[CH:14]=[C:13]([O:15][CH3:16])[N:12]=[C:11]([N:17]([CH3:18])[CH3:19])[N:10]=4)[CH2:3][CH:4]3[CH2:8]2)=[O:27])[CH:29]=1. The yield is 0.540. The catalyst is C(OCC)(=O)C.CN(C=O)C. (5) The reactants are [CH2:1]([N:8]1[CH2:13][CH2:12][CH:11]([NH:14][CH2:15][C:16]2[CH:21]=[CH:20][CH:19]=[CH:18][C:17]=2[N+:22]([O-])=O)[CH2:10][CH2:9]1)[C:2]1[CH:7]=[CH:6][CH:5]=[CH:4][CH:3]=1.C(O)(=[O:27])C. The catalyst is [Zn]. The product is [NH2:22][C:17]1[CH:18]=[CH:19][C:20]([OH:27])=[CH:21][C:16]=1[CH2:15][NH:14][CH:11]1[CH2:12][CH2:13][N:8]([CH2:1][C:2]2[CH:7]=[CH:6][CH:5]=[CH:4][CH:3]=2)[CH2:9][CH2:10]1. The yield is 0.790.